Dataset: Merck oncology drug combination screen with 23,052 pairs across 39 cell lines. Task: Regression. Given two drug SMILES strings and cell line genomic features, predict the synergy score measuring deviation from expected non-interaction effect. (1) Drug 1: Cn1nnc2c(C(N)=O)ncn2c1=O. Drug 2: CCC1(O)C(=O)OCc2c1cc1n(c2=O)Cc2cc3c(CN(C)C)c(O)ccc3nc2-1. Cell line: SKMES1. Synergy scores: synergy=22.2. (2) Drug 1: N.N.O=C(O)C1(C(=O)O)CCC1.[Pt]. Drug 2: Cn1nnc2c(C(N)=O)ncn2c1=O. Cell line: ES2. Synergy scores: synergy=-9.04. (3) Drug 1: C=CCn1c(=O)c2cnc(Nc3ccc(N4CCN(C)CC4)cc3)nc2n1-c1cccc(C(C)(C)O)n1. Drug 2: CC1(c2nc3c(C(N)=O)cccc3[nH]2)CCCN1. Cell line: HT144. Synergy scores: synergy=5.69. (4) Drug 1: CCC1(O)CC2CN(CCc3c([nH]c4ccccc34)C(C(=O)OC)(c3cc4c(cc3OC)N(C)C3C(O)(C(=O)OC)C(OC(C)=O)C5(CC)C=CCN6CCC43C65)C2)C1. Drug 2: CCc1cnn2c(NCc3ccc[n+]([O-])c3)cc(N3CCCCC3CCO)nc12. Cell line: SKMES1. Synergy scores: synergy=-27.5. (5) Drug 1: COC12C(COC(N)=O)C3=C(C(=O)C(C)=C(N)C3=O)N1CC1NC12. Drug 2: N#Cc1ccc(Cn2cncc2CN2CCN(c3cccc(Cl)c3)C(=O)C2)cc1. Cell line: SW620. Synergy scores: synergy=-23.1. (6) Drug 1: CCN(CC)CCNC(=O)c1c(C)[nH]c(C=C2C(=O)Nc3ccc(F)cc32)c1C. Drug 2: CC(C)CC(NC(=O)C(Cc1ccccc1)NC(=O)c1cnccn1)B(O)O. Cell line: EFM192B. Synergy scores: synergy=-1.28. (7) Synergy scores: synergy=11.2. Drug 2: Cc1nc(Nc2ncc(C(=O)Nc3c(C)cccc3Cl)s2)cc(N2CCN(CCO)CC2)n1. Drug 1: COc1cc(C2c3cc4c(cc3C(OC3OC5COC(C)OC5C(O)C3O)C3COC(=O)C23)OCO4)cc(OC)c1O. Cell line: A2058. (8) Drug 1: COC12C(COC(N)=O)C3=C(C(=O)C(C)=C(N)C3=O)N1CC1NC12. Drug 2: CC1(c2nc3c(C(N)=O)cccc3[nH]2)CCCN1. Cell line: NCIH520. Synergy scores: synergy=4.22. (9) Drug 1: O=C(O)C1(Cc2cccc(Nc3nccs3)n2)CCC(Oc2cccc(Cl)c2F)CC1. Drug 2: CCc1c2c(nc3ccc(O)cc13)-c1cc3c(c(=O)n1C2)COC(=O)C3(O)CC. Cell line: OV90. Synergy scores: synergy=-7.15.